This data is from Reaction yield outcomes from USPTO patents with 853,638 reactions. The task is: Predict the reaction yield, written as a fraction of the theoretical maximum amount of product (1.0 means a 100% yield; for example, 0.34 means a 34% yield). (1) The reactants are [Br:1][C:2]1[C:3]([OH:17])=[C:4]2[C:9](=[CH:10][CH:11]=1)[N:8]([C:12]([O:14][CH3:15])=[O:13])[C@@H:7]([CH3:16])[CH2:6][CH2:5]2.[Cl:18][C:19]1[CH:20]=[CH:21][C:22](F)=[C:23]([CH:26]=1)[C:24]#[N:25].C(=O)([O-])[O-].[Cs+].[Cs+].O. The catalyst is CN(C=O)C. The product is [Br:1][C:2]1[C:3]([O:17][C:22]2[CH:21]=[CH:20][C:19]([Cl:18])=[CH:26][C:23]=2[C:24]#[N:25])=[C:4]2[C:9](=[CH:10][CH:11]=1)[N:8]([C:12]([O:14][CH3:15])=[O:13])[C@@H:7]([CH3:16])[CH2:6][CH2:5]2. The yield is 0.940. (2) The reactants are [Cl:1][C:2]1[CH:3]=[N:4][C:5]2[C:10]([CH:11]=1)=[CH:9][C:8]([CH2:12]O)=[CH:7][CH:6]=2.O=S(Cl)[Cl:16]. No catalyst specified. The product is [Cl:1][C:2]1[CH:3]=[N:4][C:5]2[C:10]([CH:11]=1)=[CH:9][C:8]([CH2:12][Cl:16])=[CH:7][CH:6]=2. The yield is 0.940. (3) The reactants are [Cl:1][C:2]1[CH:3]=[C:4]([CH:8]2[C:12]([C:15]3[CH:20]=[CH:19][C:18]([Cl:21])=[CH:17][CH:16]=3)([C:13]#[N:14])[CH:11]([CH2:22][C:23]([CH3:26])([CH3:25])[CH3:24])[NH:10][CH:9]2[C:27]([OH:29])=O)[CH:5]=[CH:6][CH:7]=1.[N:30]1([CH2:36][CH2:37][NH2:38])[CH2:35][CH2:34][O:33][CH2:32][CH2:31]1.F[P-](F)(F)(F)(F)F.N1(OC(N(C)C)=[N+](C)C)C2N=CC=CC=2N=N1.CCN(C(C)C)C(C)C. The catalyst is C(Cl)Cl. The product is [N:30]1([CH2:36][CH2:37][NH:38][C:27]([CH:9]2[CH:8]([C:4]3[CH:5]=[CH:6][CH:7]=[C:2]([Cl:1])[CH:3]=3)[C:12]([C:15]3[CH:16]=[CH:17][C:18]([Cl:21])=[CH:19][CH:20]=3)([C:13]#[N:14])[CH:11]([CH2:22][C:23]([CH3:26])([CH3:24])[CH3:25])[NH:10]2)=[O:29])[CH2:35][CH2:34][O:33][CH2:32][CH2:31]1. The yield is 0.864.